Regression. Given a target protein amino acid sequence and a drug SMILES string, predict the binding affinity score between them. We predict pIC50 (pIC50 = -log10(IC50 in M); higher means more potent). Dataset: bindingdb_ic50. From a dataset of Drug-target binding data from BindingDB using IC50 measurements. (1) The small molecule is CC1(C)C(=O)N(c2ccc(C#N)c(Cl)c2)C(=O)N1CCCOc1ccc(-c2ccncc2)cc1Cl. The target protein (P19091) has sequence MEVQLGLGRVYPRPPSKTYRGAFQNLFQSVREAIQNPGPRHPEAANIAPPGACLQQRQETSPRRRRRQQHTEDGSPQAHIRGPTGYLALEEEQQPSQQQAASEGHPESSCLPEPGAATAPGKGLPQQPPAPPDQDDSAAPSTLSLLGPTFPGLSSCSADIKDILNEAGTMQLLQQQQQQQQHQQQHQQHQQQQEVISEGSSARAREATGAPSSSKDSYLGGNSTISDSAKELCKAVSVSMGLGVEALEHLSPGEQLRGDCMYASLLGGPPAVRPTPCAPLPECKGLPLDEGPGKSTEETAEYSSFKGGYAKGLEGESLGCSGSSEAGSSGTLEIPSSLSLYKSGALDEAAAYQNRDYYNFPLALSGPPHPPPPTHPHARIKLENPLDYGSAWAAAAAQCRYGDLGSLHGGSVAGPSTGSPPATTSSSWHTLFTAEEGQLYGPGGGGGSSSPSDAGPVAPYGYTRPPQGLTSQESDYSASEVWYPGGVVNRVPYPSPNCVK.... The pIC50 is 7.9. (2) The drug is Fc1ccc(-c2cnc3nnc(C(F)(F)c4ccc5ncccc5c4)n3n2)cc1. The target protein (F6ZDS4) has sequence MTSGGSASRSGHRGVPMTSRGFDGSRRGSLRRAGARETASEAADGAAPAAGLRASPCSLASPSAAAAVAAIPADMAAVLQQVLERPELNKLPKSTQNKLEKFLAEQQSEIDCLKGRHEKFKVESEQQYFEIEKRLSQSQERLVTETRECQNLRLELEKLNNQVKVLTEKTKELETAQDRNLGIQSQFTRAKEELEAEKRDLIRTNERLSQEVEYLTEDVKRLNEKLKESNTTKGELQLKLDELQASDVAVKYREKRLEQEKELLHNQNSWLNTELKTKTDELLALGREKGNEILELKCNLENKKEEVLRLEEQMNGLKTSNEHLQKHVEDLLTKLKEAKEQQASMEEKFHNELNAHIKLSNLYKSAADDSEAKSNELTRAVDELHKLLKEAGEANKTIQDHLLQVEESKDQMEKEMLEKIGKLEKELENANDLLSATKRKGAILSEEELAAMSPTAAAVAKIVKPGMKLTELYNAYVETQDQLLLEKQENKRINKYLDEI.... The pIC50 is 8.8. (3) The drug is CC[C@@]1(O)C(=O)OCc2c1cc1n(c2=O)Cc2cc3ccccc3nc2-1. The target protein (O62855) has sequence MATLSPLLLAALLWVPVGTLTCYGDSGQPVDWFVVYKLPAHSSPGDVAQSGLRYKYLDEESGGWRDGAGSINSSTGALGRSLLPLYRNTSQLAFLLYNDQPPKYRGSQHSSNRGHTKGVLLLDQEGGFWLIHSVPNFPPPSSSAAYSWPPSARTYGQTLICVSFPLTQFLNISRQLTYTYPMVYDYKLEGDFARKFPYLEEVVKGHHVLQEPWNSSVTLTSKAGASFQSFAKCGNFGDDLYSGWLAEALGSNLQVQFWQRSAGILPSNCSGVQHVLDVTQIAFPGPAGPNFNATEDHSKWCVAPERPWTCVGDMNRNKREEHRGGGTLCAQLPALWKAFKPLVKAWEPCEKENRAFSPRSPAKD. The pIC50 is 3.5. (4) The compound is N#CC1=C(NC(=O)c2cc(S(=O)(=O)N3CCOCC3)c(Cl)cc2Cl)SC2CN(Cc3cccc(O)c3)CCC12. The target protein sequence is MINVTLKQIQSWIPCEIEDQFLNQEINGVTIDSRAISKNMLFIPFKGENVDGHRFVSKALQDGAGAAFYQRGTPIDENVSGPIIWVEDTLTALQQLAQAYLRHVNPKVIAVTGSNGKTTTKDMIESVLHTEFKVKKTQGNYNNEIGLPLTILELDNDTEISILEMGMSGFHEIEFLSNLAQPDIAVITNIGESHMQDLGSREGIAKAKSEITIGLKDNGTFIYDGDEPLLKPHVKEVENAKCISIGVATDNALVCSVDDRDTTGISFTINNKEHYDLPILGKHNMKNATIAIAVGHELGLTYNTIYQNLKNVSLTGMRMEQHTLENDITVINDAYNASPTSMRAAIDTLSTLTGRRILILGDVLELGENSKEMHIGVGNYLEEKHIDVLYTFGNEAKYIYDSGQQHVEKAQHFNSKDDMIEVLINDLKAHDRVLVKGSRGMKLEEVVNALIS. The pIC50 is 4.0. (5) The drug is CCN(CCN(C)C)C(=O)CNCc1cc(C(=O)O)ccn1. The target protein sequence is MAGVGPGGYAAEFVPPPECPVFEPSWEEFTDPLSFIGRIRPLAEKTGICKIRPPKDWQPPFACEVKSFRFTPRVQRLNELEAMTRVRLDFLDQLAKFWELQGSTLKIPVVERKILDLYALSKIVASKGGFEMVTKEKKWSKVGSRLGYLPGKGTGSLLKSHYERILYPYELFQSGVSLMGVQMPNLDLKEKVEPEVLSTDTQTSPEPGTRMNILPKRTRRVKTQSESGDVSRNTELKKLQIFGAGPKVVGLAMGTKDKEDEVTRRRKVTNRSDAFNMQMRQRKGTLSVNFVDLYVCMFCGRGNNEDKLLLCDGCDDSYHTFCLIPPLPDVPKGDWRCPKCVAEECSKPREAFGFEQAVREYTLQSFGEMADNFKSDYFNMPVHMVPTELVEKEFWRLVSSIEEDVIVEYGADISSKDFGSGFPVKDGRRKILPEEEEYALSGWNLNNMPVLEQSVLAHINVDISGMKVPWLYVGMCFSSFCWHIEDHWSYSINYLHWGEP.... The pIC50 is 5.3. (6) The compound is C[C@@H](NCc1ccc(-c2ccc(C(=O)O)cn2)cc1)c1cccc2ccncc12. The target protein (O09178) has sequence MPRQFPKLNMSDLDEHVRLLAEKVFAKVLREEDSKDVMSLFTVPKDCPIGQKEAKERELQKELAEQKSVETAKRKKSFKMIRSQSMSLQMPTQDWKGPPSVSPAMSPTTPLVLGAASKPGLAPYDMPEYQRATISGDYCAGITMEDYEQAAKSLAKALMIREKYARLAYHRFPRTTAQYLAHQGESVPLEEGLPDFHPPPLPQEDPYCLDDAPPNLGYLVRMQGGVLFVYDNQTMLERQEPHSLPYPDLETYIVDMSHILALITDGPTKTYCHRRLNFLESKFSLHEMLNEMSEFKELKSNPHRDFYNVRKVDTHIHAAACMNQKHLLRFIKYTYQTEPDRTVAEKLGRKITLRQVFDSLHMDPYDLTVDSLDVHAGRQTFHGFDKFNSKYNPVGASELRDLYLKTENYLGGEYFARMVKEVARELEDSKYQYSEPRLSIYGRSPKEWSSLARWFIQHKVYSPNMRWIIQVPRIYDIFRSKKLLPSFGKMLENIFLPLFQ.... The pIC50 is 4.4.